From a dataset of Forward reaction prediction with 1.9M reactions from USPTO patents (1976-2016). Predict the product of the given reaction. (1) Given the reactants [CH:1]1[C:10]2C(=CC=[CH:8][CH:9]=2)C=[CH:3][C:2]=1[S:11]([N:14]1[CH2:18][C@H:17]([S:19]C(C2C=CC=CC=2)(C2C=CC=CC=2)C2C=CC=CC=2)[CH2:16][C@H:15]1[CH2:39][NH2:40])(=[O:13])=[O:12].[C:41]1([CH3:49])[C:42]([CH:47]=O)=[CH:43][CH:44]=[CH:45][CH:46]=1.Cl[Sn]Cl.[BH3-]C#N.[Na+], predict the reaction product. The product is: [CH3:47][C:42]1[CH:43]=[CH:44][CH:45]=[CH:46][C:41]=1[CH2:49][NH:40][CH2:39][C@H:15]1[N:14]([S:11]([C:2]2[CH:3]=[CH:8][C:9]3[C:10](=[CH:10][CH:1]=[CH:2][CH:3]=3)[CH:1]=2)(=[O:13])=[O:12])[CH2:18][C@H:17]([SH:19])[CH2:16]1. (2) Given the reactants [N:1]1[C:10]2[C:5](=[CH:6][CH:7]=[CH:8][CH:9]=2)[C:4]([CH:11]2[CH2:16][CH2:15][CH:14]([NH2:17])[CH2:13][CH2:12]2)=[CH:3][CH:2]=1.[Cl:18][C:19]1[CH:24]=[CH:23][C:22]([CH2:25][C:26](O)=[O:27])=[CH:21][CH:20]=1, predict the reaction product. The product is: [Cl:18][C:19]1[CH:24]=[CH:23][C:22]([CH2:25][C:26]([NH:17][C@H:14]2[CH2:15][CH2:16][C@H:11]([C:4]3[C:5]4[C:10](=[CH:9][CH:8]=[CH:7][CH:6]=4)[N:1]=[CH:2][CH:3]=3)[CH2:12][CH2:13]2)=[O:27])=[CH:21][CH:20]=1.